Dataset: Forward reaction prediction with 1.9M reactions from USPTO patents (1976-2016). Task: Predict the product of the given reaction. (1) The product is: [Cl:15][C:12]1[CH:13]=[CH:14][C:9]([C:5]2[N:4]([C:16]3[CH:21]=[CH:20][C:19]([Cl:22])=[CH:18][C:17]=3[Cl:23])[N:3]=[C:2]([CH:26]=[O:25])[C:6]=2[O:7][CH3:8])=[CH:10][CH:11]=1. Given the reactants Br[C:2]1(Br)[C:6]([O:7][CH3:8])=[C:5]([C:9]2[CH:14]=[CH:13][C:12]([Cl:15])=[CH:11][CH:10]=2)[N:4]([C:16]2[CH:21]=[CH:20][C:19]([Cl:22])=[CH:18][C:17]=2[Cl:23])[NH:3]1.[OH2:25].[CH3:26]S(C)=O, predict the reaction product. (2) Given the reactants [C:1]([OH:10])(=[O:9])[C@@H:2]([C@H:4]([C:6]([OH:8])=[O:7])[OH:5])[OH:3].[F:11][C:12]1[CH:17]=[CH:16][CH:15]=[CH:14][C:13]=1[N:18]1[C:26]2[C:21](=[CH:22][CH:23]=[CH:24][CH:25]=2)[C:20]([O:27][CH:28]2[CH2:33][CH2:32][NH:31][CH2:30][CH2:29]2)=[N:19]1.N#N.C(O)(C)C, predict the reaction product. The product is: [C:6]([C@@H:4]([C@H:2]([C:1]([OH:10])=[O:9])[OH:3])[OH:5])([OH:8])=[O:7].[F:11][C:12]1[CH:17]=[CH:16][CH:15]=[CH:14][C:13]=1[N:18]1[C:26]2[C:21](=[CH:22][CH:23]=[CH:24][CH:25]=2)[C:20]([O:27][CH:28]2[CH2:33][CH2:32][NH:31][CH2:30][CH2:29]2)=[N:19]1.[F:11][C:12]1[CH:17]=[CH:16][CH:15]=[CH:14][C:13]=1[N:18]1[C:26]2[C:21](=[CH:22][CH:23]=[CH:24][CH:25]=2)[C:20]([O:27][CH:28]2[CH2:33][CH2:32][NH:31][CH2:30][CH2:29]2)=[N:19]1.